This data is from Forward reaction prediction with 1.9M reactions from USPTO patents (1976-2016). The task is: Predict the product of the given reaction. The product is: [C:19]([O:23][C:24](=[O:30])[NH:25][CH2:26][CH2:27][CH2:28][N:6]1[C:7]2[CH:8]=[CH:9][CH:10]=[CH:11][C:1]=2[C:2](=[O:3])[O:4][C:5]1=[O:12])([CH3:22])([CH3:21])[CH3:20]. Given the reactants [C:1]12[C:7](=[CH:8][CH:9]=[CH:10][CH:11]=1)[NH:6][C:5](=[O:12])[O:4][C:2]2=[O:3].C([O-])([O-])=O.[K+].[K+].[C:19]([O:23][C:24](=[O:30])[NH:25][CH2:26][CH2:27][CH2:28]Br)([CH3:22])([CH3:21])[CH3:20].O, predict the reaction product.